This data is from Reaction yield outcomes from USPTO patents with 853,638 reactions. The task is: Predict the reaction yield, written as a fraction of the theoretical maximum amount of product (1.0 means a 100% yield; for example, 0.34 means a 34% yield). (1) The reactants are [CH:1]([C:3]1[CH:17]=[CH:16][C:6]([O:7][C:8]([CH3:15])([CH3:14])[C:9]([O:11][CH2:12][CH3:13])=[O:10])=[C:5]([O:18][CH3:19])[CH:4]=1)=O.[NH2:20][C:21]1[CH:26]=[CH:25][CH:24]=[CH:23][C:22]=1[SH:27]. The catalyst is CN(C=O)C. The product is [S:27]1[C:22]2[CH:23]=[CH:24][CH:25]=[CH:26][C:21]=2[N:20]=[C:1]1[C:3]1[CH:17]=[CH:16][C:6]([O:7][C:8]([CH3:15])([CH3:14])[C:9]([O:11][CH2:12][CH3:13])=[O:10])=[C:5]([O:18][CH3:19])[CH:4]=1. The yield is 0.930. (2) The reactants are [O:1]1[C:5]2[CH:6]=[CH:7][CH:8]=[CH:9][C:4]=2[NH:3][C:2]1=[C:10]([C:25]#[N:26])[C:11]1[CH:16]=[CH:15][N:14]=[C:13]([NH:17][CH2:18][CH2:19][CH2:20][C:21](OC)=[O:22])[N:12]=1.[CH3:27][N:28]1[CH2:33][CH2:32][NH:31][CH2:30][CH2:29]1. The catalyst is CO. The yield is 0.350. The product is [O:1]1[C:5]2[CH:6]=[CH:7][CH:8]=[CH:9][C:4]=2[NH:3][C:2]1=[C:10]([C:11]1[CH:16]=[CH:15][N:14]=[C:13]([NH:17][CH2:18][CH2:19][CH2:20][C:21]([N:31]2[CH2:32][CH2:33][N:28]([CH3:27])[CH2:29][CH2:30]2)=[O:22])[N:12]=1)[C:25]#[N:26]. (3) The reactants are [Cl:1][C:2]1[CH:7]=[CH:6][C:5]([C:8](=[S:10])[NH2:9])=[CH:4][CH:3]=1.O.O.O.O.O.[OH-].C(=O)(O)[O-].[Mg+2].Cl[CH:23]([CH:26]=O)[CH:24]=[O:25]. No catalyst specified. The product is [Cl:1][C:2]1[CH:7]=[CH:6][C:5]([C:8]2[S:10][C:23]([CH:24]=[O:25])=[CH:26][N:9]=2)=[CH:4][CH:3]=1. The yield is 0.920. (4) The reactants are [CH3:1][O:2][C:3]1[CH:8]=[CH:7][C:6]([CH2:9][CH2:10][C:11]2[S:15][C:14]([C:16]3[CH:21]=[CH:20][C:19]([C:22]([F:25])([F:24])[F:23])=[CH:18][CH:17]=3)=[N:13][C:12]=2[CH2:26]O)=[CH:5][C:4]=1[CH3:28].C(Br)(Br)(Br)[Br:30].C1(P(C2C=CC=CC=2)C2C=CC=CC=2)C=CC=CC=1. The catalyst is C(Cl)Cl. The product is [Br:30][CH2:26][C:12]1[N:13]=[C:14]([C:16]2[CH:21]=[CH:20][C:19]([C:22]([F:25])([F:24])[F:23])=[CH:18][CH:17]=2)[S:15][C:11]=1[CH2:10][CH2:9][C:6]1[CH:7]=[CH:8][C:3]([O:2][CH3:1])=[C:4]([CH3:28])[CH:5]=1. The yield is 0.700. (5) The reactants are [S:1]1[CH:5]=[CH:4][CH:3]=[C:2]1[C:6]1[O:7][C:8]2[C:9](=[C:11]([C:15]([OH:17])=O)[CH:12]=[CH:13][CH:14]=2)[N:10]=1.Cl.Cl.[NH2:20][CH:21]1[CH2:28][CH:27]2[N:29]([CH3:30])[CH:23]([CH2:24][CH2:25][CH2:26]2)[CH2:22]1.Cl.C(N=C=NCCCN(C)C)C.ON1C2C=CC=CC=2N=N1.C(N(CC)CC)C. The catalyst is CN(C=O)C.C(OCC)(=O)C. The product is [CH3:30][N:29]1[CH:23]2[CH2:24][CH2:25][CH2:26][CH:27]1[CH2:28][CH:21]([NH:20][C:15]([C:11]1[CH:12]=[CH:13][CH:14]=[C:8]3[O:7][C:6]([C:2]4[S:1][CH:5]=[CH:4][CH:3]=4)=[N:10][C:9]=13)=[O:17])[CH2:22]2. The yield is 0.560. (6) The reactants are [CH3:1][O:2][C:3]1[C:8]([C:9]([NH2:11])=[O:10])=[C:7]([CH3:12])[N:6]=[C:5]([O:13][CH3:14])[CH:4]=1.[Li]CCCC.[CH2:20]([O:27][C:28]1[C:35]([CH3:36])=[CH:34][C:31]([C:32]#[N:33])=[CH:30][C:29]=1[CH3:37])[C:21]1[CH:26]=[CH:25][CH:24]=[CH:23][CH:22]=1. The catalyst is C1COCC1. The product is [CH2:20]([O:27][C:28]1[C:35]([CH3:36])=[CH:34][C:31]([C:32]2[CH:12]=[C:7]3[C:8]([C:3]([O:2][CH3:1])=[CH:4][C:5]([O:13][CH3:14])=[N:6]3)=[C:9]([NH2:11])[N:33]=2)=[CH:30][C:29]=1[CH3:37])[C:21]1[CH:26]=[CH:25][CH:24]=[CH:23][CH:22]=1.[CH2:20]([O:27][C:28]1[C:29]([CH3:37])=[CH:30][C:31]([C:32]2[NH:11][C:9](=[O:10])[C:8]3[C:3]([O:2][CH3:1])=[CH:4][C:5]([O:13][CH3:14])=[N:6][C:7]=3[CH:12]=2)=[CH:34][C:35]=1[CH3:36])[C:21]1[CH:22]=[CH:23][CH:24]=[CH:25][CH:26]=1. The yield is 0.190. (7) The reactants are [CH2:1]([N:3]1[C:7]([CH2:8]O)=[CH:6][N:5]=[CH:4]1)[CH3:2].BrP(Br)Br.[CH3:14][C:15]1[N:20]=[C:19]([SH:21])[N:18]=[C:17]([OH:22])[CH:16]=1.C(N(CC)CC)C. The catalyst is ClCCl. The product is [CH2:1]([N:3]1[C:7]([CH2:8][S:21][C:19]2[N:18]=[C:17]([OH:22])[CH:16]=[C:15]([CH3:14])[N:20]=2)=[CH:6][N:5]=[CH:4]1)[CH3:2]. The yield is 0.120.